This data is from Full USPTO retrosynthesis dataset with 1.9M reactions from patents (1976-2016). The task is: Predict the reactants needed to synthesize the given product. (1) Given the product [Cl:1][C:2]1[CH:18]=[CH:17][C:5]([O:6][C:7]2[CH:14]=[CH:13][C:10]([C:11]([OH:30])=[O:24])=[C:9]([O:15][CH3:16])[CH:8]=2)=[C:4]([O:19][C:20]([F:23])([F:22])[F:21])[CH:3]=1, predict the reactants needed to synthesize it. The reactants are: [Cl:1][C:2]1[CH:18]=[CH:17][C:5]([O:6][C:7]2[CH:14]=[CH:13][C:10]([C:11]#N)=[C:9]([O:15][CH3:16])[CH:8]=2)=[C:4]([O:19][C:20]([F:23])([F:22])[F:21])[CH:3]=1.[OH-:24].[K+].C(O)CO.[OH2:30]. (2) Given the product [CH:1]([OH:3])=[O:2].[N:28]1([CH2:8][C:9]2[O:10][C:11]3[CH:17]=[CH:16][C:15]([O:18][C:19]4[S:20][C:21]5[CH:27]=[CH:26][CH:25]=[CH:24][C:22]=5[N:23]=4)=[CH:14][C:12]=3[CH:13]=2)[CH2:33][CH2:32][CH2:31][CH2:30][CH2:29]1, predict the reactants needed to synthesize it. The reactants are: [C:1]([O-])([O-:3])=[O:2].[K+].[K+].Cl[CH2:8][C:9]1[O:10][C:11]2[CH:17]=[CH:16][C:15]([O:18][C:19]3[S:20][C:21]4[CH:27]=[CH:26][CH:25]=[CH:24][C:22]=4[N:23]=3)=[CH:14][C:12]=2[CH:13]=1.[NH:28]1[CH2:33][CH2:32][CH2:31][CH2:30][CH2:29]1. (3) Given the product [C:1]([CH2:2][N:11]([CH2:2][C:1]([OH:5])=[O:4])[C@H:7]([C:8]([OH:10])=[O:9])[CH2:6][S:12][S:13][CH2:14][C@H:15]([N:19]([CH2:15][C:16]([OH:18])=[O:17])[CH2:7][C:8]([OH:10])=[O:9])[C:16]([OH:18])=[O:17])([OH:5])=[O:4], predict the reactants needed to synthesize it. The reactants are: [C:1]([OH:5])(=[O:4])[CH:2]=O.[CH2:6]([S:12][S:13][CH2:14][C@H:15]([NH2:19])[C:16]([OH:18])=[O:17])[C@H:7]([NH2:11])[C:8]([OH:10])=[O:9].B([O-])([O-])[O-]. (4) The reactants are: O=[C:2]1[CH2:7][CH2:6][C:5]([C:12]2[CH:17]=[CH:16][CH:15]=[CH:14][CH:13]=2)([C:8]([O:10][CH3:11])=[O:9])[CH2:4][CH2:3]1.C(N)CN.[N+:22]([CH3:25])([O-:24])=[O:23]. Given the product [N+:22]([CH:25]=[C:2]1[CH2:7][CH2:6][C:5]([C:12]2[CH:17]=[CH:16][CH:15]=[CH:14][CH:13]=2)([C:8]([O:10][CH3:11])=[O:9])[CH2:4][CH2:3]1)([O-:24])=[O:23], predict the reactants needed to synthesize it. (5) The reactants are: [F:1][C:2]([F:7])([F:6])[C:3]([OH:5])=[O:4].[Cl:8][C:9]1[CH:32]=[CH:31][C:12]([C:13]([N:15]2[CH2:21][C:20]3[CH:22]=[CH:23][CH:24]=[CH:25][C:19]=3[N:18]([CH2:26][C:27]([OH:29])=O)[C:17](=[O:30])[CH2:16]2)=[O:14])=[CH:11][CH:10]=1.[NH2:33][C:34]1[CH:35]=[N:36][CH:37]=[CH:38][CH:39]=1.C(N(CC)CC)C. Given the product [F:1][C:2]([F:7])([F:6])[C:3]([OH:5])=[O:4].[Cl:8][C:9]1[CH:10]=[CH:11][C:12]([C:13]([N:15]2[CH2:21][C:20]3[CH:22]=[CH:23][CH:24]=[CH:25][C:19]=3[N:18]([CH2:26][C:27]([NH:33][C:34]3[CH:35]=[N:36][CH:37]=[CH:38][CH:39]=3)=[O:29])[C:17](=[O:30])[CH2:16]2)=[O:14])=[CH:31][CH:32]=1, predict the reactants needed to synthesize it. (6) Given the product [F:1][C:2]1[CH:3]=[CH:4][C:5]2[N:6]([CH:8]=[C:9]([C:11]([NH:23][C@H:24]3[CH2:25][CH2:26][C@@H:27]([NH:30][C:31]([C:32]4[C:33]([NH:39][C:40]5[CH:45]=[CH:44][CH:43]=[C:42]([O:46][CH2:47][CH2:48][N:49]6[CH2:50][CH2:51][O:52][CH2:53][CH2:54]6)[CH:41]=5)=[N:34][CH:35]=[C:36]([F:38])[CH:37]=4)=[O:55])[CH2:28][CH2:29]3)=[O:13])[N:10]=2)[CH:7]=1, predict the reactants needed to synthesize it. The reactants are: [F:1][C:2]1[CH:3]=[CH:4][C:5]2[N:6]([CH:8]=[C:9]([C:11]([OH:13])=O)[N:10]=2)[CH:7]=1.C(N(CC)C(C)C)(C)C.[NH2:23][C@@H:24]1[CH2:29][CH2:28][C@H:27]([NH:30][C:31](=[O:55])[C:32]2[CH:37]=[C:36]([F:38])[CH:35]=[N:34][C:33]=2[NH:39][C:40]2[CH:45]=[CH:44][CH:43]=[C:42]([O:46][CH2:47][CH2:48][N:49]3[CH2:54][CH2:53][O:52][CH2:51][CH2:50]3)[CH:41]=2)[CH2:26][CH2:25]1.